This data is from Reaction yield outcomes from USPTO patents with 853,638 reactions. The task is: Predict the reaction yield, written as a fraction of the theoretical maximum amount of product (1.0 means a 100% yield; for example, 0.34 means a 34% yield). (1) The reactants are CN(C)/[CH:3]=[CH:4]/[C:5]1[CH:6]=[N+:7]([O-])[CH:8]=[CH:9][C:10]=1[N+:11]([O-])=O. The catalyst is CO.[Pd]. The product is [NH:11]1[C:10]2[CH:9]=[CH:8][N:7]=[CH:6][C:5]=2[CH:4]=[CH:3]1. The yield is 0.440. (2) The reactants are [Br:1][C:2]1[S:3][CH:4]=[C:5]([C:7]([OH:9])=O)[N:6]=1.[NH2:10][CH2:11][CH:12]1[CH2:14][CH2:13]1.CCN=C=NCCCN(C)C.Cl. The catalyst is C(Cl)Cl. The product is [Br:1][C:2]1[S:3][CH:4]=[C:5]([C:7]([NH:10][CH2:11][CH:12]2[CH2:14][CH2:13]2)=[O:9])[N:6]=1. The yield is 0.640. (3) The reactants are [CH2:1]([N:8]1[C:13](=[O:14])[C:12]2[CH:15]=[C:16]([C:18]([OH:20])=[O:19])[S:17][C:11]=2[N:10]([CH3:21])[C:9]1=[O:22])[C:2]1[CH:7]=[CH:6][CH:5]=[CH:4][CH:3]=1.CCN(CC)CC.[O:30]1[C:34]2[CH:35]=[CH:36][CH:37]=[CH:38][C:33]=2[CH:32]=[C:31]1[CH2:39]O. The catalyst is C(Cl)Cl. The product is [O:30]1[C:34]2[CH:35]=[CH:36][CH:37]=[CH:38][C:33]=2[CH:32]=[C:31]1[CH2:39][O:19][C:18]([C:16]1[S:17][C:11]2[N:10]([CH3:21])[C:9](=[O:22])[N:8]([CH2:1][C:2]3[CH:7]=[CH:6][CH:5]=[CH:4][CH:3]=3)[C:13](=[O:14])[C:12]=2[CH:15]=1)=[O:20]. The yield is 0.480. (4) The reactants are [NH2:1][C:2]1[CH:11]=[C:10]([S:12]([N:15]([C:28]2[N:29]=[CH:30][C:31]3[C:36]([C:37]=2[CH:38]2[CH2:40][CH2:39]2)=[CH:35][CH:34]=[CH:33][CH:32]=3)[CH2:16][C:17]2[CH:22]=[CH:21][C:20]([O:23][C:24]([F:27])([F:26])[F:25])=[CH:19][CH:18]=2)(=[O:14])=[O:13])[CH:9]=[CH:8][C:3]=1[C:4]([O:6]C)=[O:5].[H-].[Na+].[CH3:43]I.[OH-].[Na+].Cl. The catalyst is CN(C)C=O.O. The product is [CH:38]1([C:37]2[C:36]3[C:31](=[CH:32][CH:33]=[CH:34][CH:35]=3)[CH:30]=[N:29][C:28]=2[N:15]([CH2:16][C:17]2[CH:18]=[CH:19][C:20]([O:23][C:24]([F:25])([F:27])[F:26])=[CH:21][CH:22]=2)[S:12]([C:10]2[CH:9]=[CH:8][C:3]([C:4]([OH:6])=[O:5])=[C:2]([NH:1][CH3:43])[CH:11]=2)(=[O:14])=[O:13])[CH2:39][CH2:40]1. The yield is 0.350. (5) The reactants are C([O:4][C@H:5]1[CH2:22][CH2:21][C@@:20]2([CH3:23])[C:7](=[CH:8][CH2:9][C@@H:10]3[C@@H:19]2[CH2:18][CH2:17][C@@:15]2([CH3:16])[C@H:11]3[CH2:12][CH:13]=[C:14]2[N:24]2[C:28]3[CH:29]=[CH:30][CH:31]=[CH:32][C:27]=3[N:26]=[CH:25]2)[CH2:6]1)(=O)C.[OH-].[K+]. The catalyst is CO. The product is [OH:4][C@H:5]1[CH2:22][CH2:21][C@@:20]2([CH3:23])[C:7](=[CH:8][CH2:9][C@@H:10]3[C@@H:19]2[CH2:18][CH2:17][C@@:15]2([CH3:16])[C@H:11]3[CH2:12][CH:13]=[C:14]2[N:24]2[C:28]3[CH:29]=[CH:30][CH:31]=[CH:32][C:27]=3[N:26]=[CH:25]2)[CH2:6]1. The yield is 0.940.